Dataset: NCI-60 drug combinations with 297,098 pairs across 59 cell lines. Task: Regression. Given two drug SMILES strings and cell line genomic features, predict the synergy score measuring deviation from expected non-interaction effect. (1) Cell line: NCI-H322M. Drug 1: CS(=O)(=O)C1=CC(=C(C=C1)C(=O)NC2=CC(=C(C=C2)Cl)C3=CC=CC=N3)Cl. Synergy scores: CSS=11.9, Synergy_ZIP=-1.27, Synergy_Bliss=5.20, Synergy_Loewe=-8.02, Synergy_HSA=2.39. Drug 2: C1C(C(OC1N2C=C(C(=O)NC2=O)F)CO)O. (2) Drug 1: CC(C)(C#N)C1=CC(=CC(=C1)CN2C=NC=N2)C(C)(C)C#N. Drug 2: C1=CC=C(C=C1)NC(=O)CCCCCCC(=O)NO. Cell line: UO-31. Synergy scores: CSS=6.12, Synergy_ZIP=-2.23, Synergy_Bliss=0.310, Synergy_Loewe=-2.60, Synergy_HSA=-1.80. (3) Drug 1: CC1OCC2C(O1)C(C(C(O2)OC3C4COC(=O)C4C(C5=CC6=C(C=C35)OCO6)C7=CC(=C(C(=C7)OC)O)OC)O)O. Drug 2: C#CCC(CC1=CN=C2C(=N1)C(=NC(=N2)N)N)C3=CC=C(C=C3)C(=O)NC(CCC(=O)O)C(=O)O. Cell line: BT-549. Synergy scores: CSS=25.8, Synergy_ZIP=-4.23, Synergy_Bliss=-0.890, Synergy_Loewe=0.652, Synergy_HSA=0.345. (4) Drug 1: C1=CN(C(=O)N=C1N)C2C(C(C(O2)CO)O)O.Cl. Drug 2: C1=NC2=C(N1)C(=S)N=CN2. Cell line: SNB-19. Synergy scores: CSS=40.9, Synergy_ZIP=-11.1, Synergy_Bliss=-2.48, Synergy_Loewe=-6.02, Synergy_HSA=1.80. (5) Drug 1: CN(CC1=CN=C2C(=N1)C(=NC(=N2)N)N)C3=CC=C(C=C3)C(=O)NC(CCC(=O)O)C(=O)O. Drug 2: C1CN(CCN1C(=O)CCBr)C(=O)CCBr. Cell line: ACHN. Synergy scores: CSS=67.7, Synergy_ZIP=-3.63, Synergy_Bliss=-3.21, Synergy_Loewe=-5.77, Synergy_HSA=-1.38.